This data is from NCI-60 drug combinations with 297,098 pairs across 59 cell lines. The task is: Regression. Given two drug SMILES strings and cell line genomic features, predict the synergy score measuring deviation from expected non-interaction effect. (1) Drug 1: CN1CCC(CC1)COC2=C(C=C3C(=C2)N=CN=C3NC4=C(C=C(C=C4)Br)F)OC. Drug 2: CC1C(C(CC(O1)OC2CC(CC3=C2C(=C4C(=C3O)C(=O)C5=C(C4=O)C(=CC=C5)OC)O)(C(=O)CO)O)N)O.Cl. Cell line: HCC-2998. Synergy scores: CSS=48.2, Synergy_ZIP=2.58, Synergy_Bliss=3.24, Synergy_Loewe=-6.95, Synergy_HSA=4.10. (2) Drug 1: CC1=CC2C(CCC3(C2CCC3(C(=O)C)OC(=O)C)C)C4(C1=CC(=O)CC4)C. Drug 2: C1=CC=C(C=C1)NC(=O)CCCCCCC(=O)NO. Cell line: SK-MEL-2. Synergy scores: CSS=8.44, Synergy_ZIP=-4.02, Synergy_Bliss=-2.07, Synergy_Loewe=-39.9, Synergy_HSA=-4.08. (3) Drug 1: CC1=C(N=C(N=C1N)C(CC(=O)N)NCC(C(=O)N)N)C(=O)NC(C(C2=CN=CN2)OC3C(C(C(C(O3)CO)O)O)OC4C(C(C(C(O4)CO)O)OC(=O)N)O)C(=O)NC(C)C(C(C)C(=O)NC(C(C)O)C(=O)NCCC5=NC(=CS5)C6=NC(=CS6)C(=O)NCCC[S+](C)C)O. Drug 2: C1CNP(=O)(OC1)N(CCCl)CCCl. Cell line: KM12. Synergy scores: CSS=29.2, Synergy_ZIP=-1.83, Synergy_Bliss=-0.673, Synergy_Loewe=-46.9, Synergy_HSA=-1.05. (4) Drug 1: C1=NC2=C(N=C(N=C2N1C3C(C(C(O3)CO)O)F)Cl)N. Drug 2: CC1=C2C(C(=O)C3(C(CC4C(C3C(C(C2(C)C)(CC1OC(=O)C(C(C5=CC=CC=C5)NC(=O)OC(C)(C)C)O)O)OC(=O)C6=CC=CC=C6)(CO4)OC(=O)C)O)C)O. Cell line: TK-10. Synergy scores: CSS=8.70, Synergy_ZIP=-1.70, Synergy_Bliss=0.673, Synergy_Loewe=-11.9, Synergy_HSA=-5.09. (5) Cell line: PC-3. Drug 1: C1C(C(OC1N2C=C(C(=O)NC2=O)F)CO)O. Synergy scores: CSS=12.9, Synergy_ZIP=-7.18, Synergy_Bliss=-3.48, Synergy_Loewe=-3.51, Synergy_HSA=-0.873. Drug 2: C1C(C(OC1N2C=NC3=C(N=C(N=C32)Cl)N)CO)O. (6) Drug 1: CS(=O)(=O)OCCCCOS(=O)(=O)C. Drug 2: C1CC(=O)NC(=O)C1N2C(=O)C3=CC=CC=C3C2=O. Cell line: SR. Synergy scores: CSS=73.0, Synergy_ZIP=4.88, Synergy_Bliss=4.72, Synergy_Loewe=10.3, Synergy_HSA=8.37. (7) Drug 1: C1=CC(=C2C(=C1NCCNCCO)C(=O)C3=C(C=CC(=C3C2=O)O)O)NCCNCCO. Drug 2: CC(CN1CC(=O)NC(=O)C1)N2CC(=O)NC(=O)C2. Cell line: 786-0. Synergy scores: CSS=53.2, Synergy_ZIP=0.226, Synergy_Bliss=3.49, Synergy_Loewe=-22.6, Synergy_HSA=6.93.